Dataset: Forward reaction prediction with 1.9M reactions from USPTO patents (1976-2016). Task: Predict the product of the given reaction. Given the reactants [C:1](=O)([O-])[O-].[Cs+].[Cs+].Br[C:8]1[CH:9]=[C:10]2[CH:16]=[C:15]([C:17]3[CH:22]=[CH:21][C:20]([F:23])=[CH:19][CH:18]=3)[O:14][C:11]2=[N:12][CH:13]=1.[CH3:24][C:25]1[CH:33]=[CH:32][C:28]([C:29]([OH:31])=[O:30])=[CH:27][C:26]=1B1OC(C)(C)C(C)(C)O1.[Si](C=[N+]=[N-])(C)(C)C, predict the reaction product. The product is: [F:23][C:20]1[CH:21]=[CH:22][C:17]([C:15]2[O:14][C:11]3=[N:12][CH:13]=[C:8]([C:26]4[CH:27]=[C:28]([CH:32]=[CH:33][C:25]=4[CH3:24])[C:29]([O:31][CH3:1])=[O:30])[CH:9]=[C:10]3[CH:16]=2)=[CH:18][CH:19]=1.